This data is from Reaction yield outcomes from USPTO patents with 853,638 reactions. The task is: Predict the reaction yield, written as a fraction of the theoretical maximum amount of product (1.0 means a 100% yield; for example, 0.34 means a 34% yield). (1) The reactants are C(Cl)(=O)C(Cl)=O.CS(C)=O.[O:11]1[CH:15]=[CH:14][CH:13]=[C:12]1[C:16]1[N:17]=[C:18]([C:21]([NH:23][CH:24]2[CH2:29][CH2:28][CH2:27][CH2:26][CH:25]2[OH:30])=[O:22])[S:19][CH:20]=1.C(N(CC)CC)C. The catalyst is ClCCl.C(OCC)(=O)C.O. The product is [O:11]1[CH:15]=[CH:14][CH:13]=[C:12]1[C:16]1[N:17]=[C:18]([C:21]([NH:23][CH:24]2[CH2:29][CH2:28][CH2:27][CH2:26][C:25]2=[O:30])=[O:22])[S:19][CH:20]=1. The yield is 0.830. (2) The yield is 0.975. The reactants are C([O:8][C:9]1[CH:18]=[C:17]2[C:12]([C:13]([O:19][C:20]3[CH:25]=[CH:24][C:23]([N+:26]([O-:28])=[O:27])=[CH:22][C:21]=3[F:29])=[CH:14][CH:15]=[N:16]2)=[CH:11][C:10]=1[O:30][CH3:31])C1C=CC=CC=1.Br. The product is [F:29][C:21]1[CH:22]=[C:23]([N+:26]([O-:28])=[O:27])[CH:24]=[CH:25][C:20]=1[O:19][C:13]1[C:12]2[C:17](=[CH:18][C:9]([OH:8])=[C:10]([O:30][CH3:31])[CH:11]=2)[N:16]=[CH:15][CH:14]=1. The catalyst is C(O)(=O)C.CCOCC. (3) The reactants are [CH3:1][N:2]([CH3:22])[C:3]1[CH:8]=[CH:7][C:6]([C:9]([C:13]2[CH:18]=[CH:17][C:16]([N:19]([CH3:21])[CH3:20])=[CH:15][CH:14]=2)=[C:10](Br)[CH3:11])=[CH:5][CH:4]=1.C1COCC1.C([Li])CCC.Cl[P:34]([C:41]1[CH:46]=[CH:45][CH:44]=[CH:43][CH:42]=1)[C:35]1[CH:40]=[CH:39][CH:38]=[CH:37][CH:36]=1. The catalyst is O. The product is [CH3:1][N:2]([CH3:22])[C:3]1[CH:8]=[CH:7][C:6]([C:9]([C:13]2[CH:18]=[CH:17][C:16]([N:19]([CH3:21])[CH3:20])=[CH:15][CH:14]=2)=[C:10]([P:34]([C:41]2[CH:42]=[CH:43][CH:44]=[CH:45][CH:46]=2)[C:35]2[CH:40]=[CH:39][CH:38]=[CH:37][CH:36]=2)[CH3:11])=[CH:5][CH:4]=1. The yield is 0.600.